This data is from Full USPTO retrosynthesis dataset with 1.9M reactions from patents (1976-2016). The task is: Predict the reactants needed to synthesize the given product. (1) Given the product [CH2:1]([N:8]([CH2:54][C:55]([O:57][CH3:58])=[O:56])[CH2:9][CH2:10][NH:11][C:12]([C@:14]12[CH2:49][CH2:48][C@@H:47]([C:50]([CH3:52])=[CH2:51])[C@@H:15]1[C@@H:16]1[C@@:29]([CH3:32])([CH2:30][CH2:31]2)[C@@:28]2([CH3:33])[C@@H:19]([C@:20]3([CH3:46])[C@@H:25]([CH2:26][CH2:27]2)[C:24]([CH3:35])([CH3:34])[C:23]([C:36]2[CH:37]=[CH:38][C:39]([C:40]([O:42][CH3:43])=[O:41])=[CH:44][CH:45]=2)=[CH:22][CH2:21]3)[CH2:18][CH2:17]1)=[O:13])[C:2]1[CH:3]=[CH:4][CH:5]=[CH:6][CH:7]=1, predict the reactants needed to synthesize it. The reactants are: [CH2:1]([NH:8][CH2:9][CH2:10][NH:11][C:12]([C@:14]12[CH2:49][CH2:48][C@@H:47]([C:50]([CH3:52])=[CH2:51])[C@@H:15]1[C@@H:16]1[C@@:29]([CH3:32])([CH2:30][CH2:31]2)[C@@:28]2([CH3:33])[C@@H:19]([C@:20]3([CH3:46])[C@@H:25]([CH2:26][CH2:27]2)[C:24]([CH3:35])([CH3:34])[C:23]([C:36]2[CH:45]=[CH:44][C:39]([C:40]([O:42][CH3:43])=[O:41])=[CH:38][CH:37]=2)=[CH:22][CH2:21]3)[CH2:18][CH2:17]1)=[O:13])[C:2]1[CH:7]=[CH:6][CH:5]=[CH:4][CH:3]=1.Br[CH2:54][C:55]([O:57][CH3:58])=[O:56].C(=O)([O-])[O-].[K+].[K+]. (2) Given the product [NH2:10][CH2:9][C:11]1[N:12]=[CH:13][C:14]([NH:4][C:3]2[CH:5]=[CH:6][CH:7]=[CH:8][C:2]=2[Cl:1])=[CH:15][C:16]=1[F:17], predict the reactants needed to synthesize it. The reactants are: [Cl:1][C:2]1[CH:8]=[CH:7][CH:6]=[CH:5][C:3]=1[NH2:4].[C:9]([C:11]1[C:16]([F:17])=[CH:15][C:14](F)=[CH:13][N:12]=1)#[N:10]. (3) Given the product [N:1]1[CH:6]=[CH:5][CH:4]=[CH:3][C:2]=1[C:7]1[O:8][C:9]2[CH2:14][CH2:13][N:12]([C:15]3[S:26][CH:27]=[CH:28][N:29]=3)[CH2:11][C:10]=2[N:23]=1, predict the reactants needed to synthesize it. The reactants are: [N:1]1[CH:6]=[CH:5][CH:4]=[CH:3][C:2]=1[C:7]1[O:8][C:9]2[CH2:14][CH2:13][N:12]([C:15]3C=C(C=CC=3)C#N)[CH2:11][C:10]=2[N:23]=1.BrC1[S:26][CH:27]=[CH:28][N:29]=1.